From a dataset of Catalyst prediction with 721,799 reactions and 888 catalyst types from USPTO. Predict which catalyst facilitates the given reaction. (1) Reactant: [NH2:1][C:2]1[CH:10]=[C:9]([C@H:11]([NH:15][C:16]([N:18]2[C:24](=[O:25])[C@@H:23]([CH2:26][C:27]3[CH:32]=[C:31]([Cl:33])[CH:30]=[CH:29][C:28]=3[O:34][CH3:35])[CH2:22][NH:21][C:20](=[N:36][O:37][CH2:38][CH3:39])[CH2:19]2)=[O:17])[CH2:12][CH2:13][CH3:14])[CH:8]=[CH:7][C:3]=1[C:4]([OH:6])=[O:5].O.[C:41]1([CH3:51])[CH:46]=[CH:45][C:44]([S:47]([OH:50])(=[O:49])=[O:48])=[CH:43][CH:42]=1. Product: [S:47]([C:44]1[CH:45]=[CH:46][C:41]([CH3:51])=[CH:42][CH:43]=1)([OH:50])(=[O:49])=[O:48].[NH2:1][C:2]1[CH:10]=[C:9]([C@H:11]([NH:15][C:16]([N:18]2[C:24](=[O:25])[C@@H:23]([CH2:26][C:27]3[CH:32]=[C:31]([Cl:33])[CH:30]=[CH:29][C:28]=3[O:34][CH3:35])[CH2:22][NH:21][C:20](=[N:36][O:37][CH2:38][CH3:39])[CH2:19]2)=[O:17])[CH2:12][CH2:13][CH3:14])[CH:8]=[CH:7][C:3]=1[C:4]([OH:6])=[O:5].[S:47]([C:44]1[CH:45]=[CH:46][C:41]([CH3:51])=[CH:42][CH:43]=1)([OH:50])(=[O:49])=[O:48].[S:47]([C:44]1[CH:45]=[CH:46][C:41]([CH3:51])=[CH:42][CH:43]=1)([OH:50])(=[O:49])=[O:48].[NH2:1][C:2]1[CH:10]=[C:9]([C@H:11]([NH:15][C:16]([N:18]2[C:24](=[O:25])[C@@H:23]([CH2:26][C:27]3[CH:32]=[C:31]([Cl:33])[CH:30]=[CH:29][C:28]=3[O:34][CH3:35])[CH2:22][NH:21][C:20](=[N:36][O:37][CH2:38][CH3:39])[CH2:19]2)=[O:17])[CH2:12][CH2:13][CH3:14])[CH:8]=[CH:7][C:3]=1[C:4]([OH:6])=[O:5]. The catalyst class is: 10. (2) Reactant: [OH:1][NH:2][C:3]([C:5]1([C:8]([F:11])([F:10])[F:9])[CH2:7][CH2:6]1)=[NH:4].Cl.C(N=C=NCCCN(C)C)C.[C:24]([O:28][C:29]([N:31]1[CH2:35][CH2:34][CH2:33][C@H:32]1[C:36](O)=O)=[O:30])([CH3:27])([CH3:26])[CH3:25].C(N(CC)C(C)C)(C)C. Product: [C:24]([O:28][C:29]([N:31]1[CH2:35][CH2:34][CH2:33][C@H:32]1[C:36]1[O:1][N:2]=[C:3]([C:5]2([C:8]([F:10])([F:9])[F:11])[CH2:6][CH2:7]2)[N:4]=1)=[O:30])([CH3:27])([CH3:25])[CH3:26]. The catalyst class is: 204. (3) Reactant: [CH3:1][C:2]1[N:3]([C:8]2[C:9]([C:19]([O:21][CH3:22])=[O:20])=[N:10][C:11]([OH:18])=[C:12]([C:14]([F:17])([F:16])[F:15])[CH:13]=2)[C:4]([CH3:7])=[CH:5][CH:6]=1.[CH3:23][CH2:24]O.C1(P(C2C=CC=CC=2)C2C=CC=CC=2)C=CC=CC=1.CCOC(/N=N/C(OCC)=O)=O. Product: [CH3:7][C:4]1[N:3]([C:8]2[C:9]([C:19]([O:21][CH3:22])=[O:20])=[N:10][C:11]([O:18][CH2:23][CH3:24])=[C:12]([C:14]([F:15])([F:16])[F:17])[CH:13]=2)[C:2]([CH3:1])=[CH:6][CH:5]=1. The catalyst class is: 12. (4) Reactant: Br[C:2]1[CH:3]=[CH:4][C:5]([N:9]2[CH2:14][CH2:13][N:12]([CH3:15])[CH2:11][CH2:10]2)=[C:6]([CH:8]=1)[NH2:7].[B:16]1([B:16]2[O:20][C:19]([CH3:22])([CH3:21])[C:18]([CH3:24])([CH3:23])[O:17]2)[O:20][C:19]([CH3:22])([CH3:21])[C:18]([CH3:24])([CH3:23])[O:17]1.CC([O-])=O.[K+].C(Cl)Cl. Product: [CH3:15][N:12]1[CH2:13][CH2:14][N:9]([C:5]2[CH:4]=[CH:3][C:2]([B:16]3[O:20][C:19]([CH3:22])([CH3:21])[C:18]([CH3:24])([CH3:23])[O:17]3)=[CH:8][C:6]=2[NH2:7])[CH2:10][CH2:11]1. The catalyst class is: 12. (5) Reactant: [CH2:1]([C:8]1[C:29](=[O:30])[N:11]2[CH:12]=[C:13]([C:23]3[CH:28]=[CH:27][CH:26]=[CH:25][CH:24]=3)[NH:14][C:15]([CH2:16][C:17]3[CH:22]=[CH:21][CH:20]=[CH:19][CH:18]=3)=[C:10]2[N:9]=1)[C:2]1[CH:7]=[CH:6][CH:5]=[CH:4][CH:3]=1.[CH:31](N(C(C)C)CC)(C)C.CI. Product: [CH2:1]([C:8]1[N:9]=[C:10]2[C:15]([CH2:16][C:17]3[CH:22]=[CH:21][CH:20]=[CH:19][CH:18]=3)=[N:14][C:13]([C:23]3[CH:28]=[CH:27][CH:26]=[CH:25][CH:24]=3)=[CH:12][N:11]2[C:29]=1[O:30][CH3:31])[C:2]1[CH:7]=[CH:6][CH:5]=[CH:4][CH:3]=1. The catalyst class is: 174. (6) Reactant: [CH3:1][C:2]1[C:3]2[CH:13]=[CH:12][CH:11]=[CH:10][C:4]=2[S:5][C:6]=1[CH2:7][NH:8][CH3:9].[NH2:14][C:15]1[N:20]=[CH:19][C:18](/[CH:21]=[CH:22]/[C:23]([OH:25])=O)=[CH:17][CH:16]=1.C1C=CC2N(O)N=NC=2C=1.O.C1CCC(N=C=NC2CCCCC2)CC1. Product: [NH2:14][C:15]1[N:20]=[CH:19][C:18](/[CH:21]=[CH:22]/[C:23]([N:8]([CH3:9])[CH2:7][C:6]2[S:5][C:4]3[CH:10]=[CH:11][CH:12]=[CH:13][C:3]=3[C:2]=2[CH3:1])=[O:25])=[CH:17][CH:16]=1. The catalyst class is: 85.